Dataset: Full USPTO retrosynthesis dataset with 1.9M reactions from patents (1976-2016). Task: Predict the reactants needed to synthesize the given product. (1) Given the product [F:44][C:37]1[CH:36]=[C:35]([C:30]2[CH:31]=[CH:32][CH:33]=[CH:34][C:29]=2[O:28][CH2:27][C:26]([CH3:46])([CH3:45])[C:25]([O:24][C:20]([CH3:23])([CH3:22])[CH3:21])=[O:47])[CH:40]=[CH:39][C:38]=1[C:41]([N:13]1[CH2:12][CH2:11][CH:10]([N:9]2[C:8](=[O:16])[C@H:7]([CH3:17])[O:6][C:5]3[N:18]=[CH:19][C:2]([F:1])=[CH:3][C:4]2=3)[CH2:15][CH2:14]1)=[O:42], predict the reactants needed to synthesize it. The reactants are: [F:1][C:2]1[CH:19]=[N:18][C:5]2[O:6][C@@H:7]([CH3:17])[C:8](=[O:16])[N:9]([CH:10]3[CH2:15][CH2:14][NH:13][CH2:12][CH2:11]3)[C:4]=2[CH:3]=1.[C:20]([O:24][C:25](=[O:47])[C:26]([CH3:46])([CH3:45])[CH2:27][O:28][C:29]1[CH:34]=[CH:33][CH:32]=[CH:31][C:30]=1[C:35]1[CH:40]=[CH:39][C:38]([C:41](O)=[O:42])=[C:37]([F:44])[CH:36]=1)([CH3:23])([CH3:22])[CH3:21].F[P-](F)(F)(F)(F)F.N1(OC(N(C)C)=[N+](C)C)C2C=CC=CC=2N=N1.C(N(C(C)C)CC)(C)C. (2) The reactants are: [C:1]([O:5][C:6]([NH:8][C@H:9]1[CH2:17][O:16][C:15](=[O:18])[C@H:14]([CH2:19]C(O)=O)[C@@H:13]([O:23][C:24](=[O:28])[CH:25]([CH3:27])[CH3:26])[C@H:12]([CH3:29])[O:11][C:10]1=[O:30])=[O:7])([CH3:4])([CH3:3])[CH3:2].CN1CCOCC1.C(OC(Cl)=O)C(C)C.[SH:46][C:47]1[CH:52]=[CH:51][CH:50]=[CH:49][N+:48]=1[O-].[Al]. Given the product [C:24]([O:23][C@@H:13]1[C@@H:14]([CH2:19][S:46][C:47]2[CH:52]=[CH:51][CH:50]=[CH:49][N:48]=2)[C:15](=[O:18])[O:16][CH2:17][C@H:9]([NH:8][C:6]([O:5][C:1]([CH3:3])([CH3:2])[CH3:4])=[O:7])[C:10](=[O:30])[O:11][C@H:12]1[CH3:29])(=[O:28])[CH:25]([CH3:27])[CH3:26], predict the reactants needed to synthesize it.